Task: Regression. Given a peptide amino acid sequence and an MHC pseudo amino acid sequence, predict their binding affinity value. This is MHC class II binding data.. Dataset: Peptide-MHC class II binding affinity with 134,281 pairs from IEDB (1) The peptide sequence is YDKFLANVSKVLTGK. The MHC is DRB1_0101 with pseudo-sequence DRB1_0101. The binding affinity (normalized) is 0.855. (2) The peptide sequence is GELQIVDKISAAFKI. The MHC is DRB1_1501 with pseudo-sequence DRB1_1501. The binding affinity (normalized) is 0.503. (3) The peptide sequence is KKWKYLNAVSLCILTIN. The MHC is HLA-DQA10201-DQB10303 with pseudo-sequence HLA-DQA10201-DQB10303. The binding affinity (normalized) is 0.385. (4) The peptide sequence is AAVVRFQEAANKQKQ. The MHC is HLA-DPA10103-DPB10401 with pseudo-sequence HLA-DPA10103-DPB10401. The binding affinity (normalized) is 0.206. (5) The peptide sequence is AAATAGTSVYGAFAA. The MHC is HLA-DQA10501-DQB10301 with pseudo-sequence HLA-DQA10501-DQB10301. The binding affinity (normalized) is 0.663.